This data is from Full USPTO retrosynthesis dataset with 1.9M reactions from patents (1976-2016). The task is: Predict the reactants needed to synthesize the given product. (1) Given the product [Cl:1][C:2]1[CH:3]=[C:4]([NH:10][C@@H:11]([C:12]2[O:23][C:16]([C:17]3[CH:22]=[CH:21][CH:20]=[CH:19][CH:18]=3)=[N:15][N:14]=2)[C@@H:24]([OH:26])[CH3:25])[CH:5]=[CH:6][C:7]=1[C:8]#[N:9], predict the reactants needed to synthesize it. The reactants are: [Cl:1][C:2]1[CH:3]=[C:4]([NH:10][C@H:11]([C@@H:24]([OH:26])[CH3:25])[C:12]([NH:14][NH:15][C:16](=[O:23])[C:17]2[CH:22]=[CH:21][CH:20]=[CH:19][CH:18]=2)=O)[CH:5]=[CH:6][C:7]=1[C:8]#[N:9].CCN(P1(N(C)CCCN1C)=NC(C)(C)C)CC. (2) The reactants are: [Cl:1][CH2:2][CH2:3][C:4]([C:6]1[CH:7]=[C:8]2[C:13](=[C:14]([CH2:16][CH3:17])[CH:15]=1)[NH:12][C:11](=[O:18])[CH2:10][C:9]2([CH3:20])[CH3:19])=O.FC(F)(F)C(O)=O.C([SiH](CC)CC)C. Given the product [Cl:1][CH2:2][CH2:3][CH2:4][C:6]1[CH:7]=[C:8]2[C:13](=[C:14]([CH2:16][CH3:17])[CH:15]=1)[NH:12][C:11](=[O:18])[CH2:10][C:9]2([CH3:19])[CH3:20], predict the reactants needed to synthesize it. (3) Given the product [NH2:8][C@H:7]1[C@H:3]([O:2][CH3:1])[CH2:4][N:5]([C:28](=[O:41])[CH2:29][C:30]2[CH:31]=[CH:32][C:33]([O:36][C:37]([F:38])([F:39])[F:40])=[CH:34][CH:35]=2)[CH2:6]1, predict the reactants needed to synthesize it. The reactants are: [CH3:1][O:2][C@H:3]1[C@H:7]([NH:8]C(C2C=CC=CC=2)(C2C=CC=CC=2)C2C=CC=CC=2)[CH2:6][N:5]([C:28](=[O:41])[CH2:29][C:30]2[CH:35]=[CH:34][C:33]([O:36][C:37]([F:40])([F:39])[F:38])=[CH:32][CH:31]=2)[CH2:4]1.Cl. (4) Given the product [N:26]1[CH:27]=[CH:28][CH:29]=[CH:30][C:25]=1[C:23]1[N:24]=[C:19]([O:18][C@H:16]2[CH2:15][NH:14][C@H:13]([C:11]([NH:10][C@:5]3([C:3]([O:2][CH3:1])=[O:4])[CH2:7][C@H:6]3[CH:8]=[CH2:9])=[O:12])[CH2:17]2)[C:20]2[S:33][CH:32]=[CH:31][C:21]=2[N:22]=1, predict the reactants needed to synthesize it. The reactants are: [CH3:1][O:2][C:3]([C@@:5]1([NH:10][C:11]([C@@H:13]2[CH2:17][C@@H:16]([O:18][C:19]3[C:20]4[S:33][CH:32]=[CH:31][C:21]=4[N:22]=[C:23]([C:25]4[CH:30]=[CH:29][CH:28]=[CH:27][N:26]=4)[N:24]=3)[CH2:15][N:14]2C(OC(C)(C)C)=O)=[O:12])[CH2:7][C@H:6]1[CH:8]=[CH2:9])=[O:4].FC(F)(F)C(O)=O.C(=O)(O)[O-]. (5) The reactants are: N1C=CC=CC=1.[F:7][C:8]([F:21])([F:20])[S:9]([O:12]S(C(F)(F)F)(=O)=O)(=[O:11])=[O:10].[Br:22][CH2:23][CH2:24]O. Given the product [F:7][C:8]([F:21])([F:20])[S:9]([O:12][CH2:24][CH2:23][Br:22])(=[O:11])=[O:10], predict the reactants needed to synthesize it. (6) The reactants are: [CH3:1][C:2]1[S:3][C:4]2[CH:13]=[CH:12][CH:11]=[CH:10][C:5]=2[C:6]=1[C:7]([OH:9])=O.Cl.Cl.[CH3:16][C:17]1([CH3:34])[CH2:21][C:20]2([CH2:26][CH2:25][CH2:24][N:23]([CH:27]3[CH2:32][CH2:31][NH:30][CH2:29][CH2:28]3)[CH2:22]2)[C:19](=[O:33])[O:18]1. Given the product [CH3:16][C:17]1([CH3:34])[CH2:21][C:20]2([CH2:26][CH2:25][CH2:24][N:23]([CH:27]3[CH2:28][CH2:29][N:30]([C:7]([C:6]4[C:5]5[CH:10]=[CH:11][CH:12]=[CH:13][C:4]=5[S:3][C:2]=4[CH3:1])=[O:9])[CH2:31][CH2:32]3)[CH2:22]2)[C:19](=[O:33])[O:18]1, predict the reactants needed to synthesize it. (7) Given the product [ClH:34].[C:21]1([CH:15]2[C:16](=[O:18])[CH2:11][CH2:12][NH:13][CH2:14]2)[CH:22]=[CH:23][CH:24]=[CH:25][CH:26]=1, predict the reactants needed to synthesize it. The reactants are: P(O)(O)(O)=O.C(OC([CH2:11][CH2:12][NH:13][CH2:14][CH:15]([C:21]1[CH:26]=[CH:25][CH:24]=[CH:23][CH:22]=1)[C:16]([O:18]CC)=O)=O)C.CC(C)([O-])C.[Na+].O.[ClH:34].C(OCC)(=O)C. (8) The reactants are: [Cl:1][C:2]1[CH:7]=[CH:6][C:5]([C:8]2[N:9]=[C:10]([C:18]3[CH:23]=[CH:22][CH:21]=[CH:20][CH:19]=3)[O:11][C:12]=2[CH2:13][CH2:14][C:15]([OH:17])=O)=[CH:4][CH:3]=1.C(N(CC)CC)C.C(Cl)(=O)OCC.[NH2:37][C:38]1[CH:43]=[CH:42][C:41]([P:44](=[O:51])([O:48][CH2:49][CH3:50])[O:45][CH2:46][CH3:47])=[CH:40][CH:39]=1. Given the product [Cl:1][C:2]1[CH:3]=[CH:4][C:5]([C:8]2[N:9]=[C:10]([C:18]3[CH:19]=[CH:20][CH:21]=[CH:22][CH:23]=3)[O:11][C:12]=2[CH2:13][CH2:14][C:15]([NH:37][C:38]2[CH:43]=[CH:42][C:41]([P:44]([O:48][CH2:49][CH3:50])([O:45][CH2:46][CH3:47])=[O:51])=[CH:40][CH:39]=2)=[O:17])=[CH:6][CH:7]=1, predict the reactants needed to synthesize it.